From a dataset of Full USPTO retrosynthesis dataset with 1.9M reactions from patents (1976-2016). Predict the reactants needed to synthesize the given product. (1) Given the product [Br:1][C:2]1[CH:3]=[C:4]([C:8]2([CH3:13])[CH2:11][O:12][CH2:9]2)[CH:5]=[CH:6][CH:7]=1, predict the reactants needed to synthesize it. The reactants are: [Br:1][C:2]1[CH:3]=[C:4]([C:8]([CH3:13])([CH2:11][OH:12])[CH2:9]O)[CH:5]=[CH:6][CH:7]=1.C1C=CC(P(C2C=CC=CC=2)C2C=CC=CC=2)=CC=1.CCOC(/N=N/C(OCC)=O)=O. (2) Given the product [CH:27]12[NH:29][CH:24]([CH2:25][CH2:26]1)[CH2:23][CH:22]([CH2:21][NH:20][C:16]1[CH:15]=[C:14]3[C:19](=[CH:18][CH:17]=1)[NH:11][N:12]=[CH:13]3)[CH2:28]2, predict the reactants needed to synthesize it. The reactants are: II.C[Si](C)(C)[Si](C)(C)C.[NH:11]1[C:19]2[C:14](=[CH:15][C:16]([NH:20][CH2:21][CH:22]3[CH2:28][CH:27]4[N:29](NC(OCC)=O)[CH:24]([CH2:25][CH2:26]4)[CH2:23]3)=[CH:17][CH:18]=2)[CH:13]=[N:12]1. (3) Given the product [Cl:1][C:2]1[CH:3]=[C:4]([CH2:17][N:18]2[C:22]([CH3:23])=[CH:21][C:20]([C:24]([NH:26][C@@H:27]3[CH2:31][CH2:30][NH:29][CH2:28]3)=[O:25])=[N:19]2)[C:5]2[O:9][C:8]([C:10]3[CH:15]=[CH:14][CH:13]=[CH:12][CH:11]=3)=[CH:7][C:6]=2[CH:16]=1, predict the reactants needed to synthesize it. The reactants are: [Cl:1][C:2]1[CH:3]=[C:4]([CH2:17][N:18]2[C:22]([CH3:23])=[CH:21][C:20]([C:24]([NH:26][C@@H:27]3[CH2:31][CH2:30][N:29](C(OC(C)(C)C)=O)[CH2:28]3)=[O:25])=[N:19]2)[C:5]2[O:9][C:8]([C:10]3[CH:15]=[CH:14][CH:13]=[CH:12][CH:11]=3)=[CH:7][C:6]=2[CH:16]=1.Cl. (4) Given the product [Cl:30][C:26]1[C:27]([Cl:29])=[CH:28][C:23]2[O:22][CH2:21][C:20](=[O:31])[N:19]([CH2:18][C:17]([N:16]([CH3:33])[CH:8]([C:5]3[CH:6]=[CH:7][C:2]([C:46]4[CH:45]=[CH:44][CH:43]=[C:42]([NH:41][C:39](=[O:40])[O:38][C:35]([CH3:36])([CH3:34])[CH3:37])[CH:47]=4)=[CH:3][CH:4]=3)[CH2:9][N:10]3[CH2:15][CH2:14][O:13][CH2:12][CH2:11]3)=[O:32])[C:24]=2[CH:25]=1, predict the reactants needed to synthesize it. The reactants are: Br[C:2]1[CH:7]=[CH:6][C:5]([CH:8]([N:16]([CH3:33])[C:17](=[O:32])[CH2:18][N:19]2[C:24]3[CH:25]=[C:26]([Cl:30])[C:27]([Cl:29])=[CH:28][C:23]=3[O:22][CH2:21][C:20]2=[O:31])[CH2:9][N:10]2[CH2:15][CH2:14][O:13][CH2:12][CH2:11]2)=[CH:4][CH:3]=1.[CH3:34][C:35]([O:38][C:39]([NH:41][C:42]1[CH:43]=[C:44](B(O)O)[CH:45]=[CH:46][CH:47]=1)=[O:40])([CH3:37])[CH3:36].C([O-])([O-])=O.[Na+].[Na+]. (5) The reactants are: [CH3:1][O:2][C:3](=[O:15])[C:4]1[C:5](=[CH:10][C:11]([OH:14])=[CH:12][CH:13]=1)[C:6]([O:8][CH3:9])=[O:7].F[C:17]1[CH:22]=[CH:21][CH:20]=[CH:19][C:18]=1[N+:23]([O-:25])=[O:24].C(=O)([O-])[O-].[K+].[K+]. Given the product [CH3:1][O:2][C:3](=[O:15])[C:4]1[C:5](=[CH:10][C:11]([O:14][C:17]2[CH:22]=[CH:21][CH:20]=[CH:19][C:18]=2[N+:23]([O-:25])=[O:24])=[CH:12][CH:13]=1)[C:6]([O:8][CH3:9])=[O:7], predict the reactants needed to synthesize it.